Dataset: Forward reaction prediction with 1.9M reactions from USPTO patents (1976-2016). Task: Predict the product of the given reaction. Given the reactants [CH3:1][CH:2](O)[CH2:3][CH:4]=[CH2:5].[C:7]1(=[O:17])[NH:11][C:10](=[O:12])[C:9]2=[CH:13][CH:14]=[CH:15][CH:16]=[C:8]12.C1(P(C2C=CC=CC=2)C2C=CC=CC=2)C=CC=CC=1.N(C(OCC)=O)=NC(OCC)=O, predict the reaction product. The product is: [CH2:1]=[CH:2][CH2:3][CH:4]([N:11]1[C:7](=[O:17])[C:8]2=[CH:16][CH:15]=[CH:14][CH:13]=[C:9]2[C:10]1=[O:12])[CH3:5].